From a dataset of CYP2C19 inhibition data for predicting drug metabolism from PubChem BioAssay. Regression/Classification. Given a drug SMILES string, predict its absorption, distribution, metabolism, or excretion properties. Task type varies by dataset: regression for continuous measurements (e.g., permeability, clearance, half-life) or binary classification for categorical outcomes (e.g., BBB penetration, CYP inhibition). Dataset: cyp2c19_veith. (1) The drug is CC(C)CN1CCCC2(CCN(C(=O)c3cnccn3)CC2)C1. The result is 0 (non-inhibitor). (2) The compound is O=C(C1CCC(=O)N1Cc1ccccc1Cl)N1CCN(c2cccc(Cl)c2)CC1. The result is 1 (inhibitor).